From a dataset of Forward reaction prediction with 1.9M reactions from USPTO patents (1976-2016). Predict the product of the given reaction. (1) The product is: [NH2:60][C:51]1[C:50]2[N:49]=[C:48]([CH2:61][O:62][CH2:63][CH3:64])[N:47]([CH2:46][C:45]([CH3:66])([O:44][CH2:43][CH2:42][NH:41][C:1](=[O:9])[C:2]3[CH:7]=[CH:6][CH:5]=[N:4][CH:3]=3)[CH3:65])[C:59]=2[C:58]2[CH:57]=[CH:56][CH:55]=[CH:54][C:53]=2[N:52]=1. Given the reactants [C:1]([OH:9])(=O)[C:2]1[CH:7]=[CH:6][CH:5]=[N:4][CH:3]=1.CN(C(ON1N=NC2C=CC=CC1=2)=[N+](C)C)C.[B-](F)(F)(F)F.CCN(C(C)C)C(C)C.[NH2:41][CH2:42][CH2:43][O:44][C:45]([CH3:66])([CH3:65])[CH2:46][N:47]1[C:59]2[C:58]3[CH:57]=[CH:56][CH:55]=[CH:54][C:53]=3[N:52]=[C:51]([NH2:60])[C:50]=2[N:49]=[C:48]1[CH2:61][O:62][CH2:63][CH3:64], predict the reaction product. (2) Given the reactants [NH2:1][CH2:2][CH:3]1[CH2:8][CH2:7][NH:6][CH2:5][CH2:4]1.C(=O)([O-])[O-].[K+].[K+].[Cl:15][C:16]1[CH:17]=[C:18]([CH:21]=[CH:22][C:23]=1[Cl:24])[CH2:19]Cl, predict the reaction product. The product is: [Cl:15][C:16]1[CH:17]=[C:18]([CH2:19][N:6]2[CH2:7][CH2:8][CH:3]([CH2:2][NH2:1])[CH2:4][CH2:5]2)[CH:21]=[CH:22][C:23]=1[Cl:24]. (3) The product is: [Cl:86][C:87]1[O:91][C:90]([CH:92]2[C:23]3=[C:24]4[N:25]([CH3:40])[C:26](=[O:39])[N:27]([CH3:38])[C:28](=[O:37])[C:29]4=[C:30]([C:31]4[S:32][CH:33]=[C:34]([CH3:36])[N:35]=4)[N:22]3[CH2:21][CH:20]([CH2:19][N:10]3[C:3](=[O:5])[C:2]4[C:17](=[CH:16][CH:15]=[CH:14][CH:13]=4)[C:9]3=[O:8])[S:41]2)=[CH:89][CH:88]=1. Given the reactants F[C:2](F)(F)[C:3]([OH:5])=O.[O:8]=[C:9]1[C:17]2C(=[CH:13][CH:14]=[CH:15][CH:16]=2)C(=O)[N:10]1[CH2:19][CH:20]([S:41]C(C1C=CC=CC=1)(C1C=CC=CC=1)C1C=CC=CC=1)[CH2:21][N:22]1[C:30]([C:31]2[S:32][CH:33]=[C:34]([CH3:36])[N:35]=2)=[C:29]2[C:24]([N:25]([CH3:40])[C:26](=[O:39])[N:27]([CH3:38])[C:28]2=[O:37])=[CH:23]1.[O-]S(C(F)(F)F)(=O)=O.[Bi+3].[O-]S(C(F)(F)F)(=O)=O.[O-]S(C(F)(F)F)(=O)=O.[Cl:86][C:87]1[O:91][C:90]([CH:92]=O)=[CH:89][CH:88]=1, predict the reaction product. (4) Given the reactants [H-].[Na+].[Cl:3][C:4]1[C:12]2[NH:11][C:10]3[CH2:13][CH2:14][N:15]([C:18]([O:20][C:21]([CH3:24])([CH3:23])[CH3:22])=[O:19])[CH2:16][CH2:17][C:9]=3[C:8]=2[CH:7]=[C:6]([Cl:25])[CH:5]=1.Br[CH2:27][C:28]([O:30][CH2:31][CH3:32])=[O:29], predict the reaction product. The product is: [Cl:3][C:4]1[C:12]2[N:11]([CH2:27][C:28]([O:30][CH2:31][CH3:32])=[O:29])[C:10]3[CH2:13][CH2:14][N:15]([C:18]([O:20][C:21]([CH3:22])([CH3:24])[CH3:23])=[O:19])[CH2:16][CH2:17][C:9]=3[C:8]=2[CH:7]=[C:6]([Cl:25])[CH:5]=1. (5) Given the reactants [CH:1]1([C:4]2[C:9]([C:10]([OH:12])=O)=[C:8]([CH3:13])[N:7]=[C:6]([C:14]3[CH:19]=[CH:18][CH:17]=[C:16](C(F)(F)F)[CH:15]=3)[N:5]=2)[CH2:3][CH2:2]1.Cl.[F:25][C:26]([F:38])([F:37])[O:27]C1C=C(C=CC=1)C(N)=N.CN(C(ON1N=NC2C=CC=NC1=2)=[N+](C)C)C.F[P-](F)(F)(F)(F)F.[N:63]1([CH:68]2[CH2:73][CH2:72][NH:71][CH2:70][CH2:69]2)[CH2:67][CH2:66][CH2:65][CH2:64]1, predict the reaction product. The product is: [CH:1]1([C:4]2[C:9]([C:10]([N:71]3[CH2:72][CH2:73][CH:68]([N:63]4[CH2:67][CH2:66][CH2:65][CH2:64]4)[CH2:69][CH2:70]3)=[O:12])=[C:8]([CH3:13])[N:7]=[C:6]([C:14]3[CH:19]=[CH:18][CH:17]=[C:16]([O:27][C:26]([F:38])([F:37])[F:25])[CH:15]=3)[N:5]=2)[CH2:2][CH2:3]1.